This data is from Reaction yield outcomes from USPTO patents with 853,638 reactions. The task is: Predict the reaction yield, written as a fraction of the theoretical maximum amount of product (1.0 means a 100% yield; for example, 0.34 means a 34% yield). (1) The yield is 0.730. The product is [CH3:13][O:12][C:7]1[CH:8]=[C:9]2[C:4](=[CH:5][C:6]=1[O:14][CH3:15])[N:3]=[C:2]([CH:1]=[O:16])[CH:11]=[N:10]2. No catalyst specified. The reactants are [CH3:1][C:2]1[CH:11]=[N:10][C:9]2[C:4](=[CH:5][C:6]([O:14][CH3:15])=[C:7]([O:12][CH3:13])[CH:8]=2)[N:3]=1.[O:16]1CCOCC1. (2) The reactants are C(O[C:4](=[O:32])/[CH:5]=[CH:6]/[C:7]1[C:8]([NH:23][C:24]2[C:29]([F:30])=[CH:28][CH:27]=[CH:26][C:25]=2[F:31])=[N:9][C:10](SC)=[N:11][C:12]=1[C:13]1[CH:18]=[CH:17][C:16]([F:19])=[CH:15][C:14]=1[CH3:20])C.[CH3:33][O-:34].[Na+]. The catalyst is CO. The product is [F:30][C:29]1[CH:28]=[CH:27][CH:26]=[C:25]([F:31])[C:24]=1[N:23]1[C:8]2[N:9]=[C:10]([O:34][CH3:33])[N:11]=[C:12]([C:13]3[CH:18]=[CH:17][C:16]([F:19])=[CH:15][C:14]=3[CH3:20])[C:7]=2[CH:6]=[CH:5][C:4]1=[O:32]. The yield is 0.830. (3) The reactants are CC(OC(OC(OC(C)(C)C)=O)=O)(C)C.[OH:16][C:17]1[CH:26]=[CH:25][C:20]([C:21]([O:23][CH3:24])=[O:22])=[CH:19][C:18]=1I.[CH3:28][N:29](C)C.O1CCOCC1. The catalyst is O. The product is [C:28]([C:18]1[CH:19]=[C:20]([CH:25]=[CH:26][C:17]=1[OH:16])[C:21]([O:23][CH3:24])=[O:22])#[N:29]. The yield is 0.970. (4) The reactants are C[O:2][C:3]([C:5]1[CH:13]=[C:12]2[C:8]([C:9]([CH:32]3[CH2:37][CH2:36][CH2:35][CH2:34][CH2:33]3)=[C:10]([C:23]3[CH:28]=[CH:27][C:26]([NH2:29])=[C:25]([CH:30]=O)[CH:24]=3)[N:11]2[CH2:14][C:15]([N:17]2[CH2:22][CH2:21][O:20][CH2:19][CH2:18]2)=[O:16])=[CH:7][CH:6]=1)=[O:4].[F:38][C:39]1[CH:44]=[CH:43][C:42]([C:45](=O)[CH3:46])=[CH:41][CH:40]=1. No catalyst specified. The product is [CH:32]1([C:9]2[C:8]3[C:12](=[CH:13][C:5]([C:3]([OH:4])=[O:2])=[CH:6][CH:7]=3)[N:11]([CH2:14][C:15]([N:17]3[CH2:18][CH2:19][O:20][CH2:21][CH2:22]3)=[O:16])[C:10]=2[C:23]2[CH:24]=[C:25]3[C:26](=[CH:27][CH:28]=2)[N:29]=[C:45]([C:42]2[CH:43]=[CH:44][C:39]([F:38])=[CH:40][CH:41]=2)[CH:46]=[CH:30]3)[CH2:37][CH2:36][CH2:35][CH2:34][CH2:33]1. The yield is 0.120.